This data is from Full USPTO retrosynthesis dataset with 1.9M reactions from patents (1976-2016). The task is: Predict the reactants needed to synthesize the given product. (1) Given the product [CH2:22]([P:24]([C:2]1[CH:7]=[CH:6][C:5]([N+:8]([O-:10])=[O:9])=[CH:4][C:3]=1[O:11][CH3:12])(=[O:28])[O:25][CH2:26][CH3:27])[CH3:23], predict the reactants needed to synthesize it. The reactants are: I[C:2]1[CH:7]=[CH:6][C:5]([N+:8]([O-:10])=[O:9])=[CH:4][C:3]=1[O:11][CH3:12].CCN(C(C)C)C(C)C.[CH2:22]([PH:24](=[O:28])[O:25][CH2:26][CH3:27])[CH3:23]. (2) Given the product [CH2:1]([O:5][C:6]1[CH:7]=[CH:8][C:9]([S:12]([N:15]([CH2:26][C:27]2[CH:28]=[CH:29][C:30]([N:33]3[CH:37]=[CH:36][N:35]=[CH:34]3)=[CH:31][CH:32]=2)[CH2:16][C:17]([NH:19][OH:20])=[O:18])(=[O:13])=[O:14])=[CH:10][CH:11]=1)[CH2:2][CH:3]=[CH2:4], predict the reactants needed to synthesize it. The reactants are: [CH2:1]([O:5][C:6]1[CH:11]=[CH:10][C:9]([S:12]([N:15]([CH2:26][C:27]2[CH:32]=[CH:31][C:30]([N:33]3[CH:37]=[CH:36][N:35]=[CH:34]3)=[CH:29][CH:28]=2)[CH2:16][C:17]([NH:19][O:20]C(OC)(C)C)=[O:18])(=[O:14])=[O:13])=[CH:8][CH:7]=1)[CH2:2][CH:3]=[CH2:4].Cl.C([O-])(O)=O.[Na+]. (3) Given the product [F:20][C:2]([F:1])([C:6]1[CH:7]=[C:8]2[C:13](=[CH:14][CH:15]=1)[C:12]([CH3:17])([CH3:16])[CH2:11][CH2:10][C:9]2([CH3:18])[CH3:19])[C:3]([NH:30][C:26]1[CH:25]=[C:24]([CH:29]=[CH:28][CH:27]=1)[C:23]([O:22][CH3:21])=[O:31])=[O:5], predict the reactants needed to synthesize it. The reactants are: [F:1][C:2]([F:20])([C:6]1[CH:7]=[C:8]2[C:13](=[CH:14][CH:15]=1)[C:12]([CH3:17])([CH3:16])[CH2:11][CH2:10][C:9]2([CH3:19])[CH3:18])[C:3]([OH:5])=O.[CH3:21][O:22][C:23](=[O:31])[C:24]1[CH:29]=[CH:28][CH:27]=[C:26]([NH2:30])[CH:25]=1.CCN(CC)CC. (4) Given the product [CH3:1][O:2][C:3]1[CH:4]=[C:5]([N:18]2[CH:22]=[CH:21][CH:20]=[N:19]2)[CH:6]=[CH:7][C:8]=1[C:24]1[S:28][C:27]([N:29]2[CH2:30][CH2:31][N:32]([C:35]([O:37][C:38]([CH3:41])([CH3:40])[CH3:39])=[O:36])[CH2:33][CH2:34]2)=[N:26][N:25]=1, predict the reactants needed to synthesize it. The reactants are: [CH3:1][O:2][C:3]1[CH:4]=[C:5]([N:18]2[CH:22]=[CH:21][CH:20]=[N:19]2)[CH:6]=[CH:7][C:8]=1B1OC(C)(C)C(C)(C)O1.Br[C:24]1[S:28][C:27]([N:29]2[CH2:34][CH2:33][N:32]([C:35]([O:37][C:38]([CH3:41])([CH3:40])[CH3:39])=[O:36])[CH2:31][CH2:30]2)=[N:26][N:25]=1.C([O-])([O-])=O.[Na+].[Na+]. (5) The reactants are: [Cl:1][C:2]1[CH:9]=[C:6]([CH:7]=O)[C:5]([OH:10])=[C:4]([CH:11]=[O:12])[CH:3]=1.CS(C)=O.[F:17][C:18]([F:27])([F:26])/[CH:19]=[CH:20]/[C:21]([O:23][CH2:24][CH3:25])=[O:22].C(N(CC)CC)C. Given the product [Cl:1][C:2]1[CH:3]=[C:4]([CH:11]=[O:12])[C:5]2[O:10][CH:19]([C:18]([F:17])([F:27])[F:26])[C:20]([C:21]([O:23][CH2:24][CH3:25])=[O:22])=[CH:7][C:6]=2[CH:9]=1, predict the reactants needed to synthesize it. (6) Given the product [Cl:1][C:2]1[CH:11]=[C:10]([C:12](=[O:13])[CH3:26])[C:9]([N:18]2[CH2:22][CH2:21][CH2:20][C@@H:19]2[CH2:23][O:24][CH3:25])=[C:8]2[C:3]=1[CH:4]=[CH:5][CH:6]=[N:7]2, predict the reactants needed to synthesize it. The reactants are: [Cl:1][C:2]1[CH:11]=[C:10]([C:12](N(OC)C)=[O:13])[C:9]([N:18]2[CH2:22][CH2:21][CH2:20][C@@H:19]2[CH2:23][O:24][CH3:25])=[C:8]2[C:3]=1[CH:4]=[CH:5][CH:6]=[N:7]2.[CH3:26][Mg]Br.